Predict hERG channel inhibition at various concentrations. From a dataset of hERG Central: cardiac toxicity at 1µM, 10µM, and general inhibition. Results: hERG_inhib (hERG inhibition (general)): blocker. The drug is CS(=O)(=O)c1ccc(C(=O)CN2C(=O)NC3(CCCc4ccccc43)C2=O)cc1.